This data is from Full USPTO retrosynthesis dataset with 1.9M reactions from patents (1976-2016). The task is: Predict the reactants needed to synthesize the given product. (1) Given the product [Br:13][CH2:12][C:10]1[CH:9]=[CH:8][C:4]([C:5]([OH:7])=[O:6])=[C:3]([O:2][CH3:1])[CH:11]=1, predict the reactants needed to synthesize it. The reactants are: [CH3:1][O:2][C:3]1[CH:11]=[C:10]([CH3:12])[CH:9]=[CH:8][C:4]=1[C:5]([OH:7])=[O:6].[Br:13]N1C(=O)CCC1=O.CC(N=NC(C#N)(C)C)(C#N)C. (2) Given the product [NH2:25][C@@H:10]([CH2:11][C:12]1[CH:17]=[CH:16][C:15]([C:18]2[CH:19]=[N:20][C:21]([CH3:24])=[CH:22][CH:23]=2)=[CH:14][CH:13]=1)[C@@H:9]([OH:36])[CH2:8][C@@H:7]([NH:6][C:4](=[O:5])[C@@H:3]([N:44]1[CH2:48][CH2:47][N:46]([CH2:49][C:50]2[CH:55]=[CH:54][CH:53]=[C:52]([CH3:56])[N:51]=2)[C:45]1=[O:57])[C:2]([CH3:1])([CH3:58])[CH3:59])[CH2:37][C:38]1[CH:39]=[CH:40][CH:41]=[CH:42][CH:43]=1, predict the reactants needed to synthesize it. The reactants are: [CH3:1][C:2]([CH3:59])([CH3:58])[C@H:3]([N:44]1[CH2:48][CH2:47][N:46]([CH2:49][C:50]2[CH:55]=[CH:54][CH:53]=[C:52]([CH3:56])[N:51]=2)[C:45]1=[O:57])[C:4]([NH:6][C@@H:7]([CH2:37][C:38]1[CH:43]=[CH:42][CH:41]=[CH:40][CH:39]=1)[CH2:8][C@H:9]([OH:36])[C@@H:10]([NH:25]C(=O)OCC1C=CC=CC=1)[CH2:11][C:12]1[CH:17]=[CH:16][C:15]([C:18]2[CH:19]=[N:20][C:21]([CH3:24])=[CH:22][CH:23]=2)=[CH:14][CH:13]=1)=[O:5].Cl. (3) Given the product [Br:1][C:36]1[C:11]([Cl:10])=[CH:12][C:13]2[N:19]3[CH2:20][CH2:21][CH2:22][C@@H:23]([NH:24][C:25](=[O:30])[C:26]([F:29])([F:28])[F:27])[C@H:18]3[C:17]3[CH:31]=[CH:32][CH:33]=[CH:34][C:16]=3[O:15][C:14]=2[CH:35]=1, predict the reactants needed to synthesize it. The reactants are: [Br:1]N1C(=O)CCC1=O.Cl.[Cl:10][C:11]1[CH:36]=[CH:35][C:14]2[O:15][C:16]3[CH:34]=[CH:33][CH:32]=[CH:31][C:17]=3[C@@H:18]3[C@H:23]([NH:24][C:25](=[O:30])[C:26]([F:29])([F:28])[F:27])[CH2:22][CH2:21][CH2:20][N:19]3[C:13]=2[CH:12]=1. (4) Given the product [N:29]1[CH:28]=[CH:27][CH:26]=[N:25][C:24]=1[NH:23][CH2:22][CH2:21][CH2:47][CH2:48][NH:49][C:18]([C:9]1([NH:8][C:1]([C@H:55]([NH:52][C:53](=[O:66])[CH3:54])[CH2:56][CH2:77][C:76]([OH:79])=[O:78])=[O:3])[CH2:10][C:11]2[C:16](=[CH:15][CH:14]=[CH:13][CH:12]=2)[CH2:17]1)=[O:20], predict the reactants needed to synthesize it. The reactants are: [C:1]([NH:8][C:9]1([C:18]([OH:20])=O)[CH2:17][C:16]2[C:11](=[CH:12][CH:13]=[CH:14][CH:15]=2)[CH2:10]1)([O:3]C(C)(C)C)=O.[CH3:21][CH2:22][N:23]=[C:24]=[N:25][CH2:26][CH2:27][CH2:28][N:29](C)C.Cl.Cl.C(NCC[CH2:47][CH2:48][NH2:49])(OCC1C=CC=CC=1)=O.C([N:52]([CH2:55][CH3:56])[CH2:53][CH3:54])C.C(N(C(C)C)CC)(C)C.[OH:66]N1C2C=CC=CC=2N=N1.[C:76]([O:79]C(=O)C)(=[O:78])[CH3:77].C([O-])(O)=O.[Na+]. (5) Given the product [O:11]1[CH:12]=[CH:13][C:9]([C:16]2[CH:17]=[C:18]([CH:24]=[CH:25][CH:26]=2)[CH2:19][NH:20][C:21](=[O:22])[OH:23])=[CH:10]1, predict the reactants needed to synthesize it. The reactants are: CC1(C)C(C)(C)OB([C:9]2[CH:13]=[CH:12][O:11][CH:10]=2)O1.Br[C:16]1[CH:17]=[C:18]([CH:24]=[CH:25][CH:26]=1)[CH2:19][NH:20][C:21](=[O:23])[OH:22]. (6) Given the product [Cl:14][C:10]1[CH:9]=[C:8]([C:6]2[N:5]=[C:4]([CH2:15][CH3:16])[N:3]=[C:2]([NH:17][C:18]3[CH:19]=[CH:20][C:21]([CH2:24][CH2:25][CH2:26][OH:27])=[CH:22][CH:23]=3)[N:7]=2)[CH:13]=[CH:12][CH:11]=1, predict the reactants needed to synthesize it. The reactants are: Cl[C:2]1[N:7]=[C:6]([C:8]2[CH:13]=[CH:12][CH:11]=[C:10]([Cl:14])[CH:9]=2)[N:5]=[C:4]([CH2:15][CH3:16])[N:3]=1.[NH2:17][C:18]1[CH:23]=[CH:22][C:21]([CH2:24][CH2:25][CH2:26][OH:27])=[CH:20][CH:19]=1. (7) Given the product [F:23][C:2]([F:1])([F:22])[C:3]1[CH:17]=[C:16]([C:18]([F:21])([F:20])[F:19])[CH:15]=[CH:14][C:4]=1[CH2:5][N:6]1[CH2:11][CH2:10][CH:9](/[CH:12]=[C:34]2/[C:30]([NH:29][CH2:28][CH2:27][C:26]([N:25]([CH3:24])[CH3:37])=[O:36])=[N:31][C:32](=[O:35])[S:33]/2)[CH2:8][CH2:7]1, predict the reactants needed to synthesize it. The reactants are: [F:1][C:2]([F:23])([F:22])[C:3]1[CH:17]=[C:16]([C:18]([F:21])([F:20])[F:19])[CH:15]=[CH:14][C:4]=1[CH2:5][N:6]1[CH2:11][CH2:10][CH:9]([CH:12]=O)[CH2:8][CH2:7]1.[CH3:24][N:25]([CH3:37])[C:26](=[O:36])[CH2:27][CH2:28][NH:29][C:30]1[CH2:34][S:33][C:32](=[O:35])[N:31]=1.C([O-])(=O)C.[NH2+]1CCCCC1.